This data is from Full USPTO retrosynthesis dataset with 1.9M reactions from patents (1976-2016). The task is: Predict the reactants needed to synthesize the given product. (1) Given the product [F:1][C:2]1[CH:3]=[CH:4][C:5]([N:8]2[C:16]3[C:11](=[CH:12][C:13]([O:42][C@H:10]([C:11]4[CH:16]=[CH:15][CH:14]=[CH:13][CH:12]=4)[C@@H:33]([NH:30][S:38]([CH2:35][CH2:36][CH3:37])(=[O:40])=[O:39])[CH3:34])=[CH:14][CH:15]=3)[CH:10]=[N:9]2)=[CH:6][CH:7]=1, predict the reactants needed to synthesize it. The reactants are: [F:1][C:2]1[CH:7]=[CH:6][C:5]([N:8]2[C:16]3[C:11](=[CH:12][CH:13]=[CH:14][CH:15]=3)[C:10](O[C@H](C3C=CC=CC=3)[C@@H](N)C)=[N:9]2)=[CH:4][CH:3]=1.C([N:30]([CH2:33][CH3:34])CC)C.[CH2:35]([S:38](Cl)(=[O:40])=[O:39])[CH2:36][CH3:37].[OH2:42]. (2) Given the product [C:1]([O:5][C:6](=[O:36])[NH:7][C:8]1([C:12]2[CH:13]=[CH:14][C:15]([C:46]3[C:47](=[O:48])[C:41]4[C:42]([O:44][C:45]=3[C:50]3[CH:55]=[CH:54][CH:53]=[CH:52][CH:51]=3)=[N:43][C:38]([Cl:37])=[CH:39][CH:40]=4)=[CH:16][CH:17]=2)[CH2:9][CH2:10][CH2:11]1)([CH3:4])([CH3:2])[CH3:3], predict the reactants needed to synthesize it. The reactants are: [C:1]([O:5][C:6](=[O:36])[NH:7][C:8]1([C:12]2[CH:17]=[CH:16][C:15](C3C(=O)C4C(=CC=C(F)C=4)OC=3C3C=CC=CC=3)=[CH:14][CH:13]=2)[CH2:11][CH2:10][CH2:9]1)([CH3:4])([CH3:3])[CH3:2].[Cl:37][C:38]1[N:43]=[C:42]2[O:44][C:45]([C:50]3[CH:55]=[CH:54][CH:53]=[CH:52][CH:51]=3)=[C:46](I)[C:47](=[O:48])[C:41]2=[CH:40][CH:39]=1. (3) Given the product [F:1][C:2]([F:41])([F:40])[C:3]1[CH:4]=[C:5]([C@H:13]([O:15][C@H:16]2[CH2:21][CH2:20][N:19]([C:22]([N:19]3[CH2:20][CH2:21][CH:16]([N:48]4[CH2:53][CH2:52][O:51][CH2:50][C:49]4=[O:54])[CH2:17][CH2:18]3)=[O:23])[CH2:18][C@H:17]2[C:34]2[CH:35]=[CH:36][CH:37]=[CH:38][CH:39]=2)[CH3:14])[CH:6]=[C:7]([C:9]([F:11])([F:10])[F:12])[CH:8]=1, predict the reactants needed to synthesize it. The reactants are: [F:1][C:2]([F:41])([F:40])[C:3]1[CH:4]=[C:5]([C@H:13]([O:15][C@H:16]2[CH2:21][CH2:20][N:19]([C:22](OC3C=CC([N+]([O-])=O)=CC=3)=[O:23])[CH2:18][C@H:17]2[C:34]2[CH:39]=[CH:38][CH:37]=[CH:36][CH:35]=2)[CH3:14])[CH:6]=[C:7]([C:9]([F:12])([F:11])[F:10])[CH:8]=1.N1CCN([N:48]2[CH2:53][CH2:52][O:51][CH2:50][C:49]2=[O:54])CC1. (4) Given the product [CH3:1][O:2][C:3]1[CH:4]=[CH:5][C:6]([C:7]([CH:9]2[CH2:14][CH2:13][N:12]([CH:15]3[CH2:19][CH2:18][N:17]([CH2:20][C:21]([OH:23])=[O:22])[C:16]3=[O:26])[CH2:11][CH2:10]2)=[O:8])=[CH:27][CH:28]=1, predict the reactants needed to synthesize it. The reactants are: [CH3:1][O:2][C:3]1[CH:28]=[CH:27][C:6]([C:7]([CH:9]2[CH2:14][CH2:13][N:12]([CH:15]3[CH2:19][CH2:18][N:17]([CH2:20][C:21]([O:23]CC)=[O:22])[C:16]3=[O:26])[CH2:11][CH2:10]2)=[O:8])=[CH:5][CH:4]=1.[OH-].[Na+].Cl. (5) Given the product [CH3:25][C:22]1[S:21][C:20]([C:15]2[CH:14]=[CH:13][C:12]3[N:11]([C:26]4[CH:27]=[CH:28][C:29]([O:32][CH2:41][CH2:40][CH2:39][CH2:38][CH2:37][CH2:36][CH2:35][CH2:34][Br:33])=[CH:30][CH:31]=4)[C:10]4[C:18]([C:17]=3[CH:16]=2)=[CH:19][C:7]([C:5]2[S:6][C:2]([CH3:1])=[CH:3][CH:4]=2)=[CH:8][CH:9]=4)=[CH:24][CH:23]=1, predict the reactants needed to synthesize it. The reactants are: [CH3:1][C:2]1[S:6][C:5]([C:7]2[CH:8]=[CH:9][C:10]3[N:11]([C:26]4[CH:31]=[CH:30][C:29]([OH:32])=[CH:28][CH:27]=4)[C:12]4[C:17]([C:18]=3[CH:19]=2)=[CH:16][C:15]([C:20]2[S:21][C:22]([CH3:25])=[CH:23][CH:24]=2)=[CH:14][CH:13]=4)=[CH:4][CH:3]=1.[Br:33][CH2:34][CH2:35][CH2:36][CH2:37][CH2:38][CH2:39][CH2:40][CH2:41]Br.C(=O)([O-])[O-].[K+].[K+].C(Cl)Cl. (6) Given the product [CH2:1]([O:8][N:9]1[C:15](=[O:16])[N:14]2[CH2:17][C@H:10]1[CH2:11][CH2:12][C@H:13]2[C:18]([NH2:28])=[O:20])[C:2]1[CH:3]=[CH:4][CH:5]=[CH:6][CH:7]=1, predict the reactants needed to synthesize it. The reactants are: [CH2:1]([O:8][N:9]1[C:15](=[O:16])[N:14]2[CH2:17][C@H:10]1[CH2:11][CH2:12][C@H:13]2[C:18]([O:20]N1C(=O)CCC1=O)=O)[C:2]1[CH:7]=[CH:6][CH:5]=[CH:4][CH:3]=1.[NH3:28].O.CCCCCC.C(OCC)(=O)C. (7) Given the product [Cl:29][C:16]1[CH:15]=[C:14]([C:9]2[CH:10]=[CH:11][CH:12]=[CH:13][C:8]=2[O:7][CH2:6][CH:2]2[CH2:3][CH2:4][CH2:5][O:1]2)[N:19]=[CH:18][N:17]=1, predict the reactants needed to synthesize it. The reactants are: [O:1]1[CH2:5][CH2:4][CH2:3][CH:2]1[CH2:6][O:7][C:8]1[CH:13]=[CH:12][CH:11]=[CH:10][C:9]=1[C:14]1[N:19]=[CH:18][NH:17][C:16](=O)[CH:15]=1.CN(C=O)C.C(Cl)(=O)C([Cl:29])=O. (8) Given the product [CH3:11][O:10][C:8](=[O:9])[C:7]1[CH:12]=[CH:13][CH:14]=[CH:15][C:6]=1[O:5][CH2:3][C:2]#[CH:1], predict the reactants needed to synthesize it. The reactants are: [CH2:1](Br)[C:2]#[CH:3].[OH:5][C:6]1[CH:15]=[CH:14][CH:13]=[CH:12][C:7]=1[C:8]([O:10][CH3:11])=[O:9].C(=O)([O-])[O-].[K+].[K+].O. (9) Given the product [CH3:20][Sn:21]1([CH3:22])[C:14]2[CH:13]=[CH:12][CH:11]=[CH:10][C:9]=2[CH:8]=[CH:7][C:1]2[CH:6]=[CH:5][CH:4]=[CH:3][C:2]1=2, predict the reactants needed to synthesize it. The reactants are: [C:1]1([CH:7]=[CH:8][C:9]2[CH:14]=[CH:13][CH:12]=[CH:11][CH:10]=2)[CH:6]=[CH:5][CH:4]=[CH:3][CH:2]=1.[Li]C(CC)C.[CH3:20][Sn:21](Cl)(Cl)[CH3:22].